Dataset: Reaction yield outcomes from USPTO patents with 853,638 reactions. Task: Predict the reaction yield, written as a fraction of the theoretical maximum amount of product (1.0 means a 100% yield; for example, 0.34 means a 34% yield). (1) The reactants are [CH3:1][O:2][C:3]1[C:8]([NH:9][CH:10]=O)=[CH:7][CH:6]=[C:5]([N:12]2[CH2:17][CH2:16][O:15][CH2:14][CH2:13]2)[N:4]=1.CS(C1[N:23]=[CH:24][C:25]2[CH:31]=[CH:30][N:29]=[C:28]([NH:32][CH2:33][C:34]([CH3:37])([CH3:36])[CH3:35])[C:26]=2[N:27]=1)(=O)=O. No catalyst specified. The product is [CH3:1][O:2][C:3]1[C:8]([NH:9][C:10]2[N:23]=[CH:24][C:25]3[CH:31]=[CH:30][N:29]=[C:28]([NH:32][CH2:33][C:34]([CH3:37])([CH3:36])[CH3:35])[C:26]=3[N:27]=2)=[CH:7][CH:6]=[C:5]([N:12]2[CH2:17][CH2:16][O:15][CH2:14][CH2:13]2)[N:4]=1. The yield is 0.140. (2) The reactants are [NH2:1][C:2]1[C:3](=[O:17])[NH:4][C:5](=[S:16])[N:6]([CH2:9][CH:10]2[CH2:15][CH2:14][CH2:13][CH2:12][CH2:11]2)[C:7]=1[NH2:8].[CH:18](OCC)(OCC)OCC. The catalyst is CCCCCCC. The product is [CH:10]1([CH2:9][N:6]2[C:7]3[N:8]=[CH:18][NH:1][C:2]=3[C:3](=[O:17])[NH:4][C:5]2=[S:16])[CH2:15][CH2:14][CH2:13][CH2:12][CH2:11]1. The yield is 0.630. (3) The reactants are [CH2:1]=[CH:2][CH:3]([OH:6])[CH:4]=[CH2:5].[F:7][CH2:8][CH:9]([NH2:12])[CH2:10][F:11].[N-]=C=O. The catalyst is ClCCCl.CO. The product is [F:7][CH2:8][CH:9]([N:12]1[CH2:5][CH2:4][C:3](=[O:6])[CH2:2][CH2:1]1)[CH2:10][F:11]. The yield is 0.380. (4) The reactants are [CH3:1][O:2][CH2:3][CH:4]1[CH2:9][CH2:8][CH2:7][N:6](C(OC(C)(C)C)=O)[CH2:5]1.FC(F)(F)C(O)=O. The catalyst is C(Cl)Cl. The product is [CH3:1][O:2][CH2:3][CH:4]1[CH2:9][CH2:8][CH2:7][NH:6][CH2:5]1. The yield is 0.860. (5) The reactants are Br[C:2]1[CH:7]=[CH:6][C:5]([CH2:8][C:9]([NH:11][C:12]2[CH:17]=[CH:16][C:15]([CH2:18][C:19]([CH3:26])([CH3:25])[C:20]([O:22][CH2:23][CH3:24])=[O:21])=[C:14]([C:27]([F:30])([F:29])[F:28])[CH:13]=2)=[O:10])=[C:4]([F:31])[CH:3]=1.CC([O-])=O.[K+].[CH3:37][C:38]1([CH3:54])[C:42]([CH3:44])([CH3:43])[O:41][B:40]([B:40]2[O:41][C:42]([CH3:44])([CH3:43])[C:38]([CH3:54])([CH3:37])[O:39]2)[O:39]1. The catalyst is O1CCOCC1.C1C=CC(P(C2C=CC=CC=2)[C-]2C=CC=C2)=CC=1.C1C=CC(P(C2C=CC=CC=2)[C-]2C=CC=C2)=CC=1.Cl[Pd]Cl.[Fe+2]. The product is [F:31][C:4]1[CH:3]=[C:2]([B:40]2[O:41][C:42]([CH3:44])([CH3:43])[C:38]([CH3:54])([CH3:37])[O:39]2)[CH:7]=[CH:6][C:5]=1[CH2:8][C:9]([NH:11][C:12]1[CH:17]=[CH:16][C:15]([CH2:18][C:19]([CH3:26])([CH3:25])[C:20]([O:22][CH2:23][CH3:24])=[O:21])=[C:14]([C:27]([F:30])([F:29])[F:28])[CH:13]=1)=[O:10]. The yield is 0.770. (6) The reactants are [Br:1][C:2]1[CH:3]=[CH:4][C:5]2[N:6]([CH2:16][CH:17]([OH:21])[C:18](O)=[O:19])[C:7]3[C:12]([C:13]=2[CH:14]=1)=[CH:11][C:10]([Br:15])=[CH:9][CH:8]=3.S(Cl)(Cl)=O.[CH3:26][O:27][C:28]1[CH:33]=[CH:32][CH:31]=[C:30]([NH2:34])[CH:29]=1.CCN(CC)CC. The catalyst is C(Cl)Cl. The product is [Br:15][C:10]1[CH:9]=[CH:8][C:7]2[N:6]([CH2:16][CH:17]([OH:21])[C:18]([NH:34][C:30]3[CH:31]=[CH:32][CH:33]=[C:28]([O:27][CH3:26])[CH:29]=3)=[O:19])[C:5]3[C:13]([C:12]=2[CH:11]=1)=[CH:14][C:2]([Br:1])=[CH:3][CH:4]=3. The yield is 0.480. (7) The reactants are CC1CCCN(C)C1(C)C.C([Li])CCC.[Al](Cl)(CC)CC.[C:22]([Si:26]([CH3:45])([CH3:44])[O:27][C@@H:28]1[CH2:34][C@@H:33]([O:35][Si:36]([CH2:41][CH3:42])([CH2:39][CH3:40])[CH2:37][CH3:38])[CH2:32][C@H:31]2[C@:29]1([CH3:43])[O:30]2)([CH3:25])([CH3:24])[CH3:23]. The catalyst is C1C=CC=CC=1. The product is [Si:26]([O:27][C@@H:28]1[CH2:34][C@@H:33]([O:35][Si:36]([CH2:37][CH3:38])([CH2:41][CH3:42])[CH2:39][CH3:40])[CH2:32][C@H:31]([OH:30])[C:29]1=[CH2:43])([C:22]([CH3:24])([CH3:25])[CH3:23])([CH3:44])[CH3:45]. The yield is 0.960. (8) The reactants are [Cl:1][C:2]1[CH:7]=[CH:6][C:5]([NH:8][C:9]([C:11]2([C:17]#[N:18])[CH2:16][CH2:15][NH:14][CH2:13][CH2:12]2)=[O:10])=[CH:4][CH:3]=1.Cl[C:20]1[C:21]2[CH:28]=[CH:27][NH:26][C:22]=2[N:23]=[CH:24][N:25]=1.C(N(CC)CC)C. The catalyst is C(O)CCC. The product is [Cl:1][C:2]1[CH:7]=[CH:6][C:5]([NH:8][C:9]([C:11]2([C:17]#[N:18])[CH2:12][CH2:13][N:14]([C:20]3[C:21]4[CH:28]=[CH:27][NH:26][C:22]=4[N:23]=[CH:24][N:25]=3)[CH2:15][CH2:16]2)=[O:10])=[CH:4][CH:3]=1. The yield is 0.470.